From a dataset of Forward reaction prediction with 1.9M reactions from USPTO patents (1976-2016). Predict the product of the given reaction. (1) Given the reactants [NH2:1][C:2]1[CH:34]=[CH:33][C:32]([Cl:35])=[CH:31][C:3]=1[C:4]([NH:6][CH:7]([CH2:11][C:12]1[CH:17]=[CH:16][C:15]([C:18]2[CH:23]=[CH:22][CH:21]=[CH:20][C:19]=2[O:24][C:25]2[CH:30]=[CH:29][CH:28]=[CH:27][CH:26]=2)=[CH:14][CH:13]=1)[C:8]([OH:10])=[O:9])=[O:5].[CH3:36][CH2:37][CH2:38][CH2:39][N:40]([C:45]1[C:50]2[CH:51]=[CH:52][CH:53]=[C:54]([S:55](Cl)(=[O:57])=[O:56])[C:49]=2[CH:48]=[CH:47][CH:46]=1)[CH2:41][CH2:42][CH2:43][CH3:44].[CH2:59](Cl)Cl, predict the reaction product. The product is: [CH3:59][O:9][C:8](=[O:10])[C@@H:7]([NH:6][C:4](=[O:5])[C:3]1[CH:31]=[C:32]([Cl:35])[CH:33]=[CH:34][C:2]=1[NH:1][S:55]([C:54]1[C:49]2[C:50](=[C:45]([N:40]([CH2:41][CH2:42][CH2:43][CH3:44])[CH2:39][CH2:38][CH2:37][CH3:36])[CH:46]=[CH:47][CH:48]=2)[CH:51]=[CH:52][CH:53]=1)(=[O:57])=[O:56])[CH2:11][C:12]1[CH:13]=[CH:14][C:15]([C:18]2[CH:23]=[CH:22][CH:21]=[CH:20][C:19]=2[O:24][C:25]2[CH:26]=[CH:27][CH:28]=[CH:29][CH:30]=2)=[CH:16][CH:17]=1. (2) Given the reactants [C:1]([O:5][C:6](=[O:24])[NH:7][C@H:8]([C:10](=O)[NH:11][C:12]1[C:17]2[NH:18][CH2:19][CH2:20][O:21][C:16]=2[C:15]([F:22])=[CH:14][CH:13]=1)[CH3:9])([CH3:4])([CH3:3])[CH3:2].C1(C)C=CC=CC=1.FC1C=CC2=C3C=1OCCN3C(C(NC(=O)C)C)=N2, predict the reaction product. The product is: [C:1]([O:5][C:6](=[O:24])[NH:7][CH:8]([C:10]1[N:18]2[C:17]3[C:16]([O:21][CH2:20][CH2:19]2)=[C:15]([F:22])[CH:14]=[CH:13][C:12]=3[N:11]=1)[CH3:9])([CH3:4])([CH3:3])[CH3:2]. (3) The product is: [CH2:1]([O:3][C:4](=[O:33])[CH2:5][N:6]([S:44]([N:36]([CH2:34][CH3:35])[C:37]1[CH:38]=[C:39]([CH3:43])[CH:40]=[CH:41][CH:42]=1)(=[O:45])=[O:46])[CH2:7][C:8]1[CH:13]=[CH:12][CH:11]=[C:10]([O:14][CH2:15][CH2:16][C:17]2[N:18]=[C:19]([C:23]3[CH:28]=[CH:27][C:26]([C:29]([F:30])([F:32])[F:31])=[CH:25][CH:24]=3)[O:20][C:21]=2[CH3:22])[CH:9]=1)[CH3:2]. Given the reactants [CH2:1]([O:3][C:4](=[O:33])[CH2:5][NH:6][CH2:7][C:8]1[CH:13]=[CH:12][CH:11]=[C:10]([O:14][CH2:15][CH2:16][C:17]2[N:18]=[C:19]([C:23]3[CH:28]=[CH:27][C:26]([C:29]([F:32])([F:31])[F:30])=[CH:25][CH:24]=3)[O:20][C:21]=2[CH3:22])[CH:9]=1)[CH3:2].[CH2:34]([N:36]([S:44](Cl)(=[O:46])=[O:45])[C:37]1[CH:38]=[C:39]([CH3:43])[CH:40]=[CH:41][CH:42]=1)[CH3:35].C(N(CC)CC)C, predict the reaction product. (4) Given the reactants Br[C:2]1[CH:3]=[C:4]2[C:9](=[CH:10][CH:11]=1)[N:8]=[C:7]([C:12]1[CH:13]=[N:14][CH:15]=[CH:16][CH:17]=1)[N:6]=[C:5]2[NH:18][CH3:19].[NH2:20][C:21]1[CH:26]=[CH:25][CH:24]=[C:23]([F:27])[C:22]=1B(O)O.O.P([O-])([O-])([O-])=O.[K+].[K+].[K+], predict the reaction product. The product is: [NH2:20][C:21]1[CH:26]=[CH:25][CH:24]=[C:23]([F:27])[C:22]=1[C:2]1[CH:3]=[C:4]2[C:9](=[CH:10][CH:11]=1)[N:8]=[C:7]([C:12]1[CH:13]=[N:14][CH:15]=[CH:16][CH:17]=1)[N:6]=[C:5]2[NH:18][CH3:19]. (5) Given the reactants Br[C:2]1[CH:10]=[CH:9][CH:8]=[CH:7][C:3]=1[C:4]([OH:6])=[O:5].[F:11][C:12]([F:19])([C:15]([F:18])([F:17])[F:16])[CH2:13][NH2:14].C([O-])(=O)C.[K+].C(N(CC)CC)C.Cl, predict the reaction product. The product is: [F:11][C:12]([F:19])([C:15]([F:18])([F:17])[F:16])[CH2:13][NH:14][C:2]1[CH:10]=[CH:9][CH:8]=[CH:7][C:3]=1[C:4]([OH:6])=[O:5].